From a dataset of Forward reaction prediction with 1.9M reactions from USPTO patents (1976-2016). Predict the product of the given reaction. (1) Given the reactants [CH2:1]([O:8][CH2:9][CH2:10][CH2:11][CH2:12][C:13]([OH:15])=O)[C:2]1[CH:7]=[CH:6][CH:5]=[CH:4][CH:3]=1.[CH2:16]([C@@H:23]1[CH2:27][O:26][C:25](=[O:28])[NH:24]1)[C:17]1[CH:22]=[CH:21][CH:20]=[CH:19][CH:18]=1.CCN=C=NCCCN(C)C.Cl.Cl, predict the reaction product. The product is: [CH2:16]([C@@H:23]1[CH2:27][O:26][C:25](=[O:28])[N:24]1[C:13](=[O:15])[CH2:12][CH2:11][CH2:10][CH2:9][O:8][CH2:1][C:2]1[CH:3]=[CH:4][CH:5]=[CH:6][CH:7]=1)[C:17]1[CH:18]=[CH:19][CH:20]=[CH:21][CH:22]=1. (2) Given the reactants [CH3:1][C:2]1[S:3][CH:4]=[CH:5][C:6]=1[CH3:7].[CH2:8](Br)[C:9]1[CH:14]=[CH:13][CH:12]=[CH:11][CH:10]=1, predict the reaction product. The product is: [CH2:8]([C:4]1[S:3][C:2]([CH3:1])=[C:6]([CH3:7])[CH:5]=1)[C:9]1[CH:14]=[CH:13][CH:12]=[CH:11][CH:10]=1. (3) Given the reactants C[O:2][C:3](=[O:30])[C:4]1[CH:9]=[CH:8][CH:7]=[C:6]([CH2:10][N:11]2[C:19]3[C:14](=[CH:15][CH:16]=[CH:17][CH:18]=3)[C:13](=[C:20]([C:22]3[CH:27]=[CH:26][C:25]([F:28])=[CH:24][CH:23]=3)[CH3:21])[C:12]2=[O:29])[CH:5]=1.[OH-].[Li+], predict the reaction product. The product is: [F:28][C:25]1[CH:24]=[CH:23][C:22]([C:20](=[C:13]2[C:14]3[C:19](=[CH:18][CH:17]=[CH:16][CH:15]=3)[N:11]([CH2:10][C:6]3[CH:5]=[C:4]([CH:9]=[CH:8][CH:7]=3)[C:3]([OH:30])=[O:2])[C:12]2=[O:29])[CH3:21])=[CH:27][CH:26]=1. (4) Given the reactants [C:1]([O:5][C:6]([N:8]1[CH2:12][CH2:11][C@@H:10]([N:13]=[N+:14]=[N-:15])[C@H:9]1[C:16]([OH:18])=O)=[O:7])([CH3:4])([CH3:3])[CH3:2].[Cl:19][C:20]1[C:21]([F:28])=[C:22]([CH:25]=[CH:26][CH:27]=1)[CH2:23][NH2:24].CN(C(ON1N=NC2C=CC=CC1=2)=[N+](C)C)C.F[P-](F)(F)(F)(F)F, predict the reaction product. The product is: [C:1]([O:5][C:6]([N:8]1[CH2:12][CH2:11][C@@H:10]([N:13]=[N+:14]=[N-:15])[C@H:9]1[C:16](=[O:18])[NH:24][CH2:23][C:22]1[CH:25]=[CH:26][CH:27]=[C:20]([Cl:19])[C:21]=1[F:28])=[O:7])([CH3:2])([CH3:3])[CH3:4]. (5) Given the reactants [Br:1][C:2]1[CH:13]=[C:6]2[C:7]([O:9][C:10](=[O:12])[NH:11][C:5]2=[CH:4][CH:3]=1)=[O:8].[H-].[Na+].I[CH3:17].O, predict the reaction product. The product is: [Br:1][C:2]1[CH:3]=[CH:4][C:5]2[N:11]([CH3:17])[C:10](=[O:12])[O:9][C:7](=[O:8])[C:6]=2[CH:13]=1. (6) Given the reactants Br[C:2]1[CH:3]=[C:4]2[C:9](=[CH:10][CH:11]=1)[NH:8][C:7](=[O:12])[CH2:6][CH2:5]2.B1(B2OC(C)(C)C(C)(C)O2)OC(C)(C)C(C)(C)O1.C(P(C12CC3CC(CC(C3)C1)C2)C12CC3CC(CC(C3)C1)C2)CCC.C([O-])(=O)C.[K+].C(OC(C)C)(=O)C.Br[C:69]1[CH:70]=[C:71]([NH:75][CH:76]([C:80]2[CH:85]=[CH:84][CH:83]=[CH:82][CH:81]=2)[C:77]([NH2:79])=[O:78])[CH:72]=[N:73][CH:74]=1.C(=O)([O-])[O-].[K+].[K+], predict the reaction product. The product is: [O:12]=[C:7]1[CH2:6][CH2:5][C:4]2[C:9](=[CH:10][CH:11]=[C:2]([C:69]3[CH:70]=[C:71]([NH:75][CH:76]([C:80]4[CH:85]=[CH:84][CH:83]=[CH:82][CH:81]=4)[C:77]([NH2:79])=[O:78])[CH:72]=[N:73][CH:74]=3)[CH:3]=2)[NH:8]1.